Dataset: Full USPTO retrosynthesis dataset with 1.9M reactions from patents (1976-2016). Task: Predict the reactants needed to synthesize the given product. (1) Given the product [CH2:9]([O:16][CH2:17][CH:18]1[CH2:19][CH:3]1[C:4]([O:6][CH2:7][CH3:8])=[O:5])[C:10]1[CH:15]=[CH:14][CH:13]=[CH:12][CH:11]=1, predict the reactants needed to synthesize it. The reactants are: [N+](=[CH:3][C:4]([O:6][CH2:7][CH3:8])=[O:5])=[N-].[CH2:9]([O:16][CH2:17][CH:18]=[CH2:19])[C:10]1[CH:15]=[CH:14][CH:13]=[CH:12][CH:11]=1. (2) The reactants are: [ClH:1].[CH3:2][N:3]([CH:10]1[CH2:15][CH2:14][N:13]([C:16](=[O:25])[CH2:17][CH2:18][C:19]2[N:20]([CH3:24])[CH:21]=[CH:22][N:23]=2)[CH2:12][CH2:11]1)[CH2:4][CH2:5][NH:6][C:7](=[O:9])[CH3:8]. Given the product [ClH:1].[CH3:2][N:3]([CH:10]1[CH2:15][CH2:14][N:13]([C:16](=[O:25])[CH2:17][CH2:18][C:19]2[N:20]([CH3:24])[CH:21]=[CH:22][N:23]=2)[CH2:12][CH2:11]1)[CH2:4][CH2:5][NH:6][C:7](=[O:9])[CH3:8], predict the reactants needed to synthesize it.